This data is from Forward reaction prediction with 1.9M reactions from USPTO patents (1976-2016). The task is: Predict the product of the given reaction. (1) Given the reactants [Li+].[OH-:2].O.OO.C([C@@H]1COC(=O)N1[C:19](=[O:41])[C@@H:20]([C:34]1[CH:39]=[CH:38][C:37]([Cl:40])=[CH:36][CH:35]=1)[CH2:21][N:22]([CH2:30][CH:31]1[CH2:33][CH2:32]1)[C:23](=[O:29])[O:24][C:25]([CH3:28])([CH3:27])[CH3:26])C1C=CC=CC=1, predict the reaction product. The product is: [C:25]([O:24][C:23]([N:22]([CH2:30][CH:31]1[CH2:33][CH2:32]1)[CH2:21][C@H:20]([C:34]1[CH:35]=[CH:36][C:37]([Cl:40])=[CH:38][CH:39]=1)[C:19]([OH:41])=[O:2])=[O:29])([CH3:27])([CH3:26])[CH3:28]. (2) Given the reactants [CH3:1][C:2]1([CH3:29])[C:7](=[O:8])[N:6](COCC[Si](C)(C)C)[C:5]2[CH:17]=[C:18]([CH2:21][C:22]([O:24]C(C)(C)C)=[O:23])[CH:19]=[CH:20][C:4]=2[S:3]1.C(O)(C(F)(F)F)=O, predict the reaction product. The product is: [CH3:1][C:2]1([CH3:29])[S:3][C:4]2[CH:20]=[CH:19][C:18]([CH2:21][C:22]([OH:24])=[O:23])=[CH:17][C:5]=2[NH:6][C:7]1=[O:8]. (3) Given the reactants [NH2:1][C@@H:2]([CH2:32][C:33]1[CH:38]=[CH:37][C:36]([OH:39])=[CH:35][CH:34]=1)[C:3]([N:5]1[CH2:10][CH2:9][CH:8]([N:11]2[N:20]=[C:19]([C:21]3[CH:26]=[CH:25][C:24]([O:27][CH3:28])=[C:23]([O:29][CH3:30])[CH:22]=3)[C@@H:18]3[C@@H:13]([CH2:14][CH2:15][CH2:16][CH2:17]3)[C:12]2=[O:31])[CH2:7][CH2:6]1)=[O:4].[CH:40]1([CH2:43][O:44][C:45]2[CH:53]=[CH:52][C:48]3[O:49][CH2:50][O:51][C:47]=3[C:46]=2[C:54]2[C:55]3[NH:62][CH:61]=[C:60]([C:63](N4C=CN=C4)=[O:64])[C:56]=3[N:57]=[CH:58][N:59]=2)[CH2:42][CH2:41]1.CCN(C(C)C)C(C)C, predict the reaction product. The product is: [CH:40]1([CH2:43][O:44][C:45]2[CH:53]=[CH:52][C:48]3[O:49][CH2:50][O:51][C:47]=3[C:46]=2[C:54]2[C:55]3[NH:62][CH:61]=[C:60]([C:63]([NH:1][C@@H:2]([CH2:32][C:33]4[CH:34]=[CH:35][C:36]([OH:39])=[CH:37][CH:38]=4)[C:3]([N:5]4[CH2:6][CH2:7][CH:8]([N:11]5[N:20]=[C:19]([C:21]6[CH:26]=[CH:25][C:24]([O:27][CH3:28])=[C:23]([O:29][CH3:30])[CH:22]=6)[C@@H:18]6[C@@H:13]([CH2:14][CH2:15][CH2:16][CH2:17]6)[C:12]5=[O:31])[CH2:9][CH2:10]4)=[O:4])=[O:64])[C:56]=3[N:57]=[CH:58][N:59]=2)[CH2:41][CH2:42]1. (4) Given the reactants [N:1]1([C:5]2[N:9]=[C:8]([CH:10]=[CH:11][C:12]3[N:22]=[C:15]4[N:16]=[C:17]([CH3:21])[CH:18]=[C:19]([CH3:20])[N:14]4[N:13]=3)[N:7]([CH3:23])[N:6]=2)[CH2:4][CH2:3][CH2:2]1, predict the reaction product. The product is: [N:1]1([C:5]2[N:9]=[C:8]([CH2:10][CH2:11][C:12]3[N:22]=[C:15]4[N:16]=[C:17]([CH3:21])[CH:18]=[C:19]([CH3:20])[N:14]4[N:13]=3)[N:7]([CH3:23])[N:6]=2)[CH2:4][CH2:3][CH2:2]1. (5) Given the reactants [NH2:1][C:2]1[C:7]([C:8]#[N:9])=[C:6]([CH:10]2[CH2:15][CH2:14][CH:13]([O:16][CH2:17][CH2:18][O:19][Si](C(C)(C)C)(C3C=CC=CC=3)C3C=CC=CC=3)[CH2:12][CH2:11]2)[C:5]([C:37]#[N:38])=[C:4]([S:39][CH2:40][C:41]2[N:42]=[C:43]([C:46]3[CH:51]=[CH:50][C:49]([Cl:52])=[CH:48][CH:47]=3)[S:44][CH:45]=2)[N:3]=1.[F-].C([N+](CCCC)(CCCC)CCCC)CCC.C(OCC)(=O)C, predict the reaction product. The product is: [NH2:1][C:2]1[C:7]([C:8]#[N:9])=[C:6]([C@H:10]2[CH2:15][CH2:14][C@@H:13]([O:16][CH2:17][CH2:18][OH:19])[CH2:12][CH2:11]2)[C:5]([C:37]#[N:38])=[C:4]([S:39][CH2:40][C:41]2[N:42]=[C:43]([C:46]3[CH:47]=[CH:48][C:49]([Cl:52])=[CH:50][CH:51]=3)[S:44][CH:45]=2)[N:3]=1. (6) Given the reactants C[Si](C)(C)N(C1C=CN=C(C)N=1)[Si](C)(C)C.C1(C[C@H](C2C=CC(S(C)(=O)=O)=C(C(F)(F)F)C=2)C(O)=O)CCCC1.[CH:41]1([CH2:46][C@H:47]([C:58]2[CH:63]=[CH:62][C:61]([S:64]([CH3:67])(=[O:66])=[O:65])=[C:60]([C:68]([F:71])([F:70])[F:69])[CH:59]=2)[C:48]([NH:50][C:51]2[CH:56]=[CH:55][N:54]=[C:53](C)[N:52]=2)=[O:49])[CH2:45][CH2:44][CH2:43][CH2:42]1, predict the reaction product. The product is: [CH:41]1([CH2:46][C@H:47]([C:58]2[CH:63]=[CH:62][C:61]([S:64]([CH3:67])(=[O:65])=[O:66])=[C:60]([C:68]([F:69])([F:70])[F:71])[CH:59]=2)[C:48]([NH:50][C:51]2[CH:56]=[CH:55][N:54]=[CH:53][N:52]=2)=[O:49])[CH2:45][CH2:44][CH2:43][CH2:42]1.